Dataset: Full USPTO retrosynthesis dataset with 1.9M reactions from patents (1976-2016). Task: Predict the reactants needed to synthesize the given product. (1) Given the product [C:1]([O:5][C:6]([C:8]1([CH3:32])[CH2:12][O:11][S:10](=[O:13])(=[O:14])[N:9]1[CH3:15])=[O:7])([CH3:4])([CH3:3])[CH3:2], predict the reactants needed to synthesize it. The reactants are: [C:1]([O:5][C:6]([C:8]1([CH3:32])[CH2:12][O:11][S:10](=[O:14])(=[O:13])[N:9]1[CH:15](C1C=CC(OC)=CC=1)C1C=CC(OC)=CC=1)=[O:7])([CH3:4])([CH3:3])[CH3:2].C(OC(C1(C)COS(=O)N1C)=O)(C)(C)C. (2) Given the product [N:1]1[CH:6]=[CH:5][N:4]=[CH:3][C:2]=1[C:7]([O:9][CH3:15])=[O:8], predict the reactants needed to synthesize it. The reactants are: [N:1]1[CH:6]=[CH:5][N:4]=[CH:3][C:2]=1[C:7]([OH:9])=[O:8].S(=O)(=O)(O)O.[CH3:15]O.